From a dataset of Forward reaction prediction with 1.9M reactions from USPTO patents (1976-2016). Predict the product of the given reaction. (1) Given the reactants CNCCNC.C(N(C(C)C)CC)(C)C.[Na+].[C:17]1([S:23]([O-:25])=[O:24])[CH:22]=[CH:21][CH:20]=[CH:19][CH:18]=1.[F:26][C:27]1[CH:28]=[CH:29][CH:30]=[C:31]2[C:36]=1[N:35]=[CH:34][C:33](I)=[CH:32]2, predict the reaction product. The product is: [F:26][C:27]1[CH:28]=[CH:29][CH:30]=[C:31]2[C:36]=1[N:35]=[CH:34][C:33]([S:23]([C:17]1[CH:22]=[CH:21][CH:20]=[CH:19][CH:18]=1)(=[O:25])=[O:24])=[CH:32]2. (2) The product is: [CH2:16]([O:15][C:13](=[O:14])[NH:12][C@H:9]1[CH2:10][CH2:11][C@@H:6]([C:4]([N:39]([CH3:40])[CH3:38])=[O:5])[CH2:7][C@H:8]1[NH:23][C:24]([O:26][C:27]([CH3:30])([CH3:29])[CH3:28])=[O:25])[C:17]1[CH:18]=[CH:19][CH:20]=[CH:21][CH:22]=1. Given the reactants C(O[C:4]([C@@H:6]1[CH2:11][CH2:10][C@H:9]([NH:12][C:13]([O:15][CH2:16][C:17]2[CH:22]=[CH:21][CH:20]=[CH:19][CH:18]=2)=[O:14])[C@H:8]([NH:23][C:24]([O:26][C:27]([CH3:30])([CH3:29])[CH3:28])=[O:25])[CH2:7]1)=[O:5])C.[OH-].[Li+].O.[OH-].[Li+].Cl.Cl.[CH3:38][NH:39][CH3:40].ON1C2C=CC=CC=2N=N1.Cl.CN(C)CCCN=C=NCC, predict the reaction product. (3) Given the reactants [C:1]([O:5][C:6]([N:8]1[CH2:14][CH2:13][CH:12]=[CH:11][CH2:10][CH2:9]1)=[O:7])([CH3:4])([CH3:3])[CH3:2].ClC1C=CC=C(C(OO)=[O:23])C=1, predict the reaction product. The product is: [C:1]([O:5][C:6]([N:8]1[CH2:14][CH2:13][CH:12]2[CH:11]([O:23]2)[CH2:10][CH2:9]1)=[O:7])([CH3:4])([CH3:2])[CH3:3]. (4) Given the reactants [N:1]([C@H:4]1[CH2:9][C@@H:8]([F:10])[CH2:7][N:6]([C:11]([O:13][CH2:14][C:15]2[CH:20]=[CH:19][CH:18]=[CH:17][CH:16]=2)=[O:12])[CH2:5]1)=[N+]=[N-].N1C=CC=CC=1.[OH-].[NH4+].P(C)(C)C.[CH3:33][C:34]([O:37][C:38](O[C:38]([O:37][C:34]([CH3:36])([CH3:35])[CH3:33])=[O:39])=[O:39])([CH3:36])[CH3:35], predict the reaction product. The product is: [C:34]([O:37][C:38]([NH:1][C@H:4]1[CH2:9][C@@H:8]([F:10])[CH2:7][N:6]([C:11]([O:13][CH2:14][C:15]2[CH:20]=[CH:19][CH:18]=[CH:17][CH:16]=2)=[O:12])[CH2:5]1)=[O:39])([CH3:36])([CH3:35])[CH3:33]. (5) Given the reactants [F:1][C:2]1[CH:7]=[CH:6][C:5]([CH2:8][C:9]2[CH:18]=[C:17]3[C:12]([C:13]([OH:29])=[C:14]([C:24](OCC)=[O:25])[C:15](=[O:23])[N:16]3[CH2:19][CH2:20][CH2:21][OH:22])=[N:11][CH:10]=2)=[CH:4][CH:3]=1.[CH3:30][O:31][CH2:32][CH2:33][NH2:34], predict the reaction product. The product is: [F:1][C:2]1[CH:3]=[CH:4][C:5]([CH2:8][C:9]2[CH:18]=[C:17]3[C:12]([C:13]([OH:29])=[C:14]([C:24]([NH:34][CH2:33][CH2:32][O:31][CH3:30])=[O:25])[C:15](=[O:23])[N:16]3[CH2:19][CH2:20][CH2:21][OH:22])=[N:11][CH:10]=2)=[CH:6][CH:7]=1. (6) Given the reactants O1CCCC1.C[Si]([C:10]#[C:11][C:12]1[CH:17]=[CH:16][C:15]([N:18]([C:31]2[CH:36]=[CH:35][C:34]([C:37]#[C:38][Si](C)(C)C)=[CH:33][CH:32]=2)[C:19]2[CH:24]=[CH:23][C:22]([C:25]#[C:26][Si](C)(C)C)=[CH:21][CH:20]=2)=[CH:14][CH:13]=1)(C)C.[F-].[K+], predict the reaction product. The product is: [C:25]([C:22]1[CH:21]=[CH:20][C:19]([N:18]([C:15]2[CH:14]=[CH:13][C:12]([C:11]#[CH:10])=[CH:17][CH:16]=2)[C:31]2[CH:36]=[CH:35][C:34]([C:37]#[CH:38])=[CH:33][CH:32]=2)=[CH:24][CH:23]=1)#[CH:26].